From a dataset of Forward reaction prediction with 1.9M reactions from USPTO patents (1976-2016). Predict the product of the given reaction. Given the reactants [Cl:1][C:2]1[CH:7]=[C:6]([Cl:8])[CH:5]=[CH:4][C:3]=1[CH2:9][S:10]([NH:13][CH2:14][CH2:15][F:16])(=[O:12])=[O:11].CO[C:19]([C:21]1[C:26](Cl)=[N:25][CH:24]=[CH:23][N:22]=1)=O.[C:28](=[O:31])([O-])[O-:29].[K+].[K+].[CH3:34]N(C)C=O.C(O[CH2:43][CH3:44])(=O)C, predict the reaction product. The product is: [Cl:1][C:2]1[CH:7]=[C:6]([Cl:8])[CH:5]=[CH:4][C:3]=1[C:9]1[S:10](=[O:12])(=[O:11])[N:13]([CH2:14][CH2:15][F:16])[C:26]2[C:21]([C:19]=1[O:29][C:28](=[O:31])[CH:43]([CH3:44])[CH3:34])=[N:22][CH:23]=[CH:24][N:25]=2.